Dataset: hERG Central: cardiac toxicity at 1µM, 10µM, and general inhibition. Task: Predict hERG channel inhibition at various concentrations. The molecule is CN(Cc1ccccc1)C(=O)c1nc2ccccn2c1CNCCCOc1cccnc1. Results: hERG_inhib (hERG inhibition (general)): blocker.